From a dataset of Catalyst prediction with 721,799 reactions and 888 catalyst types from USPTO. Predict which catalyst facilitates the given reaction. (1) Reactant: [CH3:1][O:2][C:3]([C:5]1[S:6][C:7]([C:10]([OH:12])=O)=[CH:8][CH:9]=1)=[O:4].Cl.CN(C)CCCN=C=NCC.O.ON1C2C=CC=CC=2N=N1.C(N(CC)CC)C.[F:43][C:44]([F:64])([F:63])[O:45][C:46]1[CH:62]=[CH:61][C:49]([CH2:50][O:51][C:52]2[CH:57]=[CH:56][C:55]([CH:58]([NH2:60])[CH3:59])=[CH:54][CH:53]=2)=[CH:48][CH:47]=1. Product: [CH3:1][O:2][C:3]([C:5]1[S:6][C:7]([C:10](=[O:12])[NH:60][CH:58]([C:55]2[CH:56]=[CH:57][C:52]([O:51][CH2:50][C:49]3[CH:61]=[CH:62][C:46]([O:45][C:44]([F:43])([F:63])[F:64])=[CH:47][CH:48]=3)=[CH:53][CH:54]=2)[CH3:59])=[CH:8][CH:9]=1)=[O:4]. The catalyst class is: 4. (2) Reactant: C(OC([NH:8][C:9]1[C:17]2[C:12](=[CH:13][CH:14]=[CH:15][CH:16]=2)[N:11]([CH2:18][C:19]([O:21][CH2:22][CH3:23])=[O:20])[CH:10]=1)=O)(C)(C)C.[ClH:24].O1CCOCC1. Product: [ClH:24].[NH2:8][C:9]1[C:17]2[C:12](=[CH:13][CH:14]=[CH:15][CH:16]=2)[N:11]([CH2:18][C:19]([O:21][CH2:22][CH3:23])=[O:20])[CH:10]=1. The catalyst class is: 2. (3) Reactant: [C:1]([C:9]1[CH:14]=[C:13](Br)[CH:12]=[CH:11][C:10]=1[NH:16][C:17](=[O:22])[C:18]([F:21])([F:20])[F:19])(=[O:8])[C:2]1[CH:7]=[CH:6][CH:5]=[CH:4][CH:3]=1.[CH2:23]([Sn](CCCC)(CCCC)C=C)[CH2:24]CC. Product: [C:1]([C:9]1[CH:14]=[C:13]([CH:23]=[CH2:24])[CH:12]=[CH:11][C:10]=1[NH:16][C:17](=[O:22])[C:18]([F:21])([F:20])[F:19])(=[O:8])[C:2]1[CH:7]=[CH:6][CH:5]=[CH:4][CH:3]=1. The catalyst class is: 741. (4) Reactant: [NH2:1][C:2]1[CH:7]=[CH:6][C:5]([C:8]2[CH:13]=[CH:12][C:11]([C:14]34[CH2:21][CH2:20][C:17]([CH2:22][C:23]([O:25][CH3:26])=[O:24])([CH2:18][CH2:19]3)[O:16][CH2:15]4)=[CH:10][CH:9]=2)=[CH:4][CH:3]=1.[C:27](N1C=CC=CC1=O)(N1C=CC=CC1=O)=[S:28].[CH:43]1([C:47]([NH:49][NH2:50])=[O:48])[CH2:46][CH2:45][CH2:44]1. Product: [CH:43]1([C:47]([NH:49][NH:50][C:27](=[S:28])[NH:1][C:2]2[CH:3]=[CH:4][C:5]([C:8]3[CH:9]=[CH:10][C:11]([C:14]45[CH2:19][CH2:18][C:17]([CH2:22][C:23]([O:25][CH3:26])=[O:24])([CH2:20][CH2:21]4)[O:16][CH2:15]5)=[CH:12][CH:13]=3)=[CH:6][CH:7]=2)=[O:48])[CH2:46][CH2:45][CH2:44]1. The catalyst class is: 6. (5) Reactant: Cl.[NH2:2][CH:3]1[C:17](=[O:18])[N:16]([CH3:19])[CH2:15][C:6]2[C:7]3[CH:8]=[N:9][NH:10][C:11]=3[C:12]([CH3:14])=[CH:13][C:5]=2[CH2:4]1.[C:20](=O)(ON1C(=O)CCC1=O)[O:21]N1C(=O)CCC1=O.C(N(CC)CC)C.Cl.[NH:46]1[CH2:51][CH2:50][CH:49]([N:52]2[CH2:61][C:60]3[C:55](=[CH:56][CH:57]=[CH:58][CH:59]=3)[NH:54][C:53]2=[O:62])[CH2:48][CH2:47]1. Product: [CH3:14][C:12]1[C:11]2[NH:10][N:9]=[CH:8][C:7]=2[C:6]2[CH2:15][N:16]([CH3:19])[C:17](=[O:18])[CH:3]([NH:2][C:20]([N:46]3[CH2:47][CH2:48][CH:49]([N:52]4[CH2:61][C:60]5[C:55](=[CH:56][CH:57]=[CH:58][CH:59]=5)[NH:54][C:53]4=[O:62])[CH2:50][CH2:51]3)=[O:21])[CH2:4][C:5]=2[CH:13]=1. The catalyst class is: 4. (6) Reactant: [CH2:1]([C:3]1([CH2:20][CH3:21])[CH2:8][CH2:7][C:6]([C:9]2[CH:14]=[CH:13][C:12]([O:15][CH3:16])=[CH:11][C:10]=2[N+:17]([O-])=O)=[CH:5][CH2:4]1)[CH3:2].[Cl-].[NH4+]. The catalyst class is: 186. Product: [CH2:20]([C:3]1([CH2:1][CH3:2])[CH2:8][CH2:7][C:6]([C:9]2[CH:14]=[CH:13][C:12]([O:15][CH3:16])=[CH:11][C:10]=2[NH2:17])=[CH:5][CH2:4]1)[CH3:21]. (7) Reactant: C([N:8]1[CH2:15][CH2:14][N:13]([C:16]2[N:17]=[C:18]([CH2:26][C:27]([NH2:29])=[O:28])[C:19]3[C:24]([CH:25]=2)=[CH:23][CH:22]=[CH:21][CH:20]=3)[CH2:12][C:9]21[CH2:11][CH2:10]2)C1C=CC=CC=1.C([O-])=O.[NH4+]. Product: [CH2:10]1[C:9]2([CH2:12][N:13]([C:16]3[N:17]=[C:18]([CH2:26][C:27]([NH2:29])=[O:28])[C:19]4[C:24]([CH:25]=3)=[CH:23][CH:22]=[CH:21][CH:20]=4)[CH2:14][CH2:15][NH:8]2)[CH2:11]1. The catalyst class is: 19.